Dataset: NCI-60 drug combinations with 297,098 pairs across 59 cell lines. Task: Regression. Given two drug SMILES strings and cell line genomic features, predict the synergy score measuring deviation from expected non-interaction effect. (1) Synergy scores: CSS=51.4, Synergy_ZIP=-1.14, Synergy_Bliss=1.34, Synergy_Loewe=-23.4, Synergy_HSA=2.60. Drug 1: C1=CC(=C2C(=C1NCCNCCO)C(=O)C3=C(C=CC(=C3C2=O)O)O)NCCNCCO. Drug 2: C1CN(CCN1C(=O)CCBr)C(=O)CCBr. Cell line: 786-0. (2) Synergy scores: CSS=53.7, Synergy_ZIP=-0.169, Synergy_Bliss=-2.86, Synergy_Loewe=-26.0, Synergy_HSA=-2.39. Drug 2: CCCCCOC(=O)NC1=NC(=O)N(C=C1F)C2C(C(C(O2)C)O)O. Drug 1: CC1C(C(CC(O1)OC2CC(OC(C2O)C)OC3=CC4=CC5=C(C(=O)C(C(C5)C(C(=O)C(C(C)O)O)OC)OC6CC(C(C(O6)C)O)OC7CC(C(C(O7)C)O)OC8CC(C(C(O8)C)O)(C)O)C(=C4C(=C3C)O)O)O)O. Cell line: OVCAR-8. (3) Drug 1: CCC(=C(C1=CC=CC=C1)C2=CC=C(C=C2)OCCN(C)C)C3=CC=CC=C3.C(C(=O)O)C(CC(=O)O)(C(=O)O)O. Drug 2: C1=CC=C(C(=C1)C(C2=CC=C(C=C2)Cl)C(Cl)Cl)Cl. Cell line: RXF 393. Synergy scores: CSS=6.77, Synergy_ZIP=-1.54, Synergy_Bliss=-2.94, Synergy_Loewe=-2.06, Synergy_HSA=-3.03. (4) Drug 1: CNC(=O)C1=NC=CC(=C1)OC2=CC=C(C=C2)NC(=O)NC3=CC(=C(C=C3)Cl)C(F)(F)F. Drug 2: COCCOC1=C(C=C2C(=C1)C(=NC=N2)NC3=CC=CC(=C3)C#C)OCCOC.Cl. Cell line: U251. Synergy scores: CSS=9.04, Synergy_ZIP=2.08, Synergy_Bliss=5.06, Synergy_Loewe=7.29, Synergy_HSA=4.36.